Dataset: Catalyst prediction with 721,799 reactions and 888 catalyst types from USPTO. Task: Predict which catalyst facilitates the given reaction. (1) Reactant: Br[CH:2]([C:23]1[CH:28]=[CH:27][CH:26]=[CH:25][CH:24]=1)[C:3]([C:5]1[CH:10]=[CH:9][C:8]([C:11]2([NH:15][C:16](=[O:22])[O:17][C:18]([CH3:21])([CH3:20])[CH3:19])[CH2:14][CH2:13][CH2:12]2)=[CH:7][CH:6]=1)=O.[NH2:29][C:30]1[N:31]=[CH:32][C:33]([C:38]([O:40][CH3:41])=[O:39])=[N:34][C:35]=1[O:36][CH3:37].O. Product: [C:18]([O:17][C:16]([NH:15][C:11]1([C:8]2[CH:9]=[CH:10][C:5]([C:3]3[N:29]=[C:30]4[C:35]([O:36][CH3:37])=[N:34][C:33]([C:38]([O:40][CH3:41])=[O:39])=[CH:32][N:31]4[C:2]=3[C:23]3[CH:24]=[CH:25][CH:26]=[CH:27][CH:28]=3)=[CH:6][CH:7]=2)[CH2:14][CH2:13][CH2:12]1)=[O:22])([CH3:21])([CH3:19])[CH3:20]. The catalyst class is: 412. (2) Reactant: [CH3:1][O:2][C:3]1[CH:4]=[C:5]2[C:9](=[CH:10][CH:11]=1)[NH:8][N:7]=[CH:6]2.C([O-])([O-])=O.[K+].[K+].Br[CH2:19][CH:20]([CH3:22])[CH3:21]. Product: [CH2:19]([N:8]1[C:9]2[C:5](=[CH:4][C:3]([O:2][CH3:1])=[CH:11][CH:10]=2)[CH:6]=[N:7]1)[CH:20]([CH3:22])[CH3:21]. The catalyst class is: 3. (3) Reactant: [NH2:1][C@H:2]([C:17]([OH:19])=[O:18])[CH2:3][CH2:4][CH2:5][NH:6][C:7]([O:9][CH2:10][C:11]1[CH:16]=[CH:15][CH:14]=[CH:13][CH:12]=1)=[O:8].[CH:20](O)=[O:21].C(OC(=O)C)(=O)C. The catalyst class is: 6. Product: [NH:1]([CH:20]=[O:21])[C@H:2]([C:17]([OH:19])=[O:18])[CH2:3][CH2:4][CH2:5][NH:6][C:7]([O:9][CH2:10][C:11]1[CH:16]=[CH:15][CH:14]=[CH:13][CH:12]=1)=[O:8]. (4) Reactant: [Al+3].[Cl-].[Cl-].[Cl-].[N+:5]([C:8]1[CH:9]=[C:10]([CH:14]=[CH:15][CH:16]=1)[C:11](Cl)=[O:12])([O-:7])=[O:6].[Br:17][C:18]1[CH:23]=[CH:22][CH:21]=[CH:20][CH:19]=1. Product: [Br:17][C:18]1[CH:23]=[CH:22][C:21]([C:11]([C:10]2[CH:14]=[CH:15][CH:16]=[C:8]([N+:5]([O-:7])=[O:6])[CH:9]=2)=[O:12])=[CH:20][CH:19]=1. The catalyst class is: 3. (5) Reactant: C([O:3][C:4](=[O:30])[C:5]1([CH2:29][CH2:28][CH2:27][CH2:26]1)[N:6]([S:8]([C:11]1[CH:20]=[C:19]2[C:14]([C:15]([Cl:25])=[CH:16][N:17]=[C:18]2[NH:21][C:22]([NH2:24])=[NH:23])=[CH:13][CH:12]=1)(=[O:10])=[O:9])[CH3:7])C.Cl. Product: [ClH:25].[Cl:25][C:15]1[C:14]2[C:19](=[CH:20][C:11]([S:8]([N:6]([CH3:7])[C:5]3([C:4]([OH:30])=[O:3])[CH2:29][CH2:28][CH2:27][CH2:26]3)(=[O:9])=[O:10])=[CH:12][CH:13]=2)[C:18]([NH:21][C:22]([NH2:24])=[NH:23])=[N:17][CH:16]=1. The catalyst class is: 562. (6) Reactant: [C:1](=[O:23])(OC1C=CC([N+]([O-])=O)=CC=1)[O:2][CH2:3][C:4]1[CH:9]=[CH:8][C:7]([N:10]=[N+:11]=[N-:12])=[CH:6][CH:5]=1.Cl.[C:25]([NH:42][C@H:43]([C:49]([OH:51])=[O:50])[CH2:44][CH2:45][CH2:46][CH2:47][NH2:48])([O:27][CH2:28][CH:29]1[C:41]2[C:36](=[CH:37][CH:38]=[CH:39][CH:40]=2)[C:35]2[C:30]1=[CH:31][CH:32]=[CH:33][CH:34]=2)=[O:26].C(=O)(O)[O-].[Na+].Cl. Product: [CH:31]1[C:30]2[CH:29]([CH2:28][O:27][C:25]([NH:42][C@@H:43]([CH2:44][CH2:45][CH2:46][CH2:47][NH:48][C:1]([O:2][CH2:3][C:4]3[CH:5]=[CH:6][C:7]([N:10]=[N+:11]=[N-:12])=[CH:8][CH:9]=3)=[O:23])[C:49]([OH:51])=[O:50])=[O:26])[C:41]3[C:36](=[CH:37][CH:38]=[CH:39][CH:40]=3)[C:35]=2[CH:34]=[CH:33][CH:32]=1. The catalyst class is: 3. (7) The catalyst class is: 8. Reactant: [OH-].[Na+].[CH2:3]([C:5]([CH2:11][CH2:12][CH:13]=[CH2:14])=[CH:6][C:7]([O:9]C)=[O:8])[CH3:4].Cl. Product: [CH2:3]([C:5]([CH2:11][CH2:12][CH:13]=[CH2:14])=[CH:6][C:7]([OH:9])=[O:8])[CH3:4].